From a dataset of Catalyst prediction with 721,799 reactions and 888 catalyst types from USPTO. Predict which catalyst facilitates the given reaction. (1) Reactant: [N+:1]([C:4]1[O:8][C:7]([C:9](Cl)=[O:10])=[CH:6][CH:5]=1)([O-:3])=[O:2].[CH3:12][C:13]([C:15]1[CH:20]=[CH:19][C:18]([N:21]2[CH2:26][CH2:25][NH:24][CH2:23][CH2:22]2)=[CH:17][CH:16]=1)=[O:14]. Product: [N+:1]([C:4]1[O:8][C:7]([C:9]([N:24]2[CH2:23][CH2:22][N:21]([C:18]3[CH:17]=[CH:16][C:15]([C:13](=[O:14])[CH3:12])=[CH:20][CH:19]=3)[CH2:26][CH2:25]2)=[O:10])=[CH:6][CH:5]=1)([O-:3])=[O:2]. The catalyst class is: 624. (2) Reactant: CO[C:3](=[O:22])[C:4]1[CH:9]=[C:8]([C:10]2[N:11]([CH3:16])[N:12]=[C:13]([CH3:15])[CH:14]=2)[C:7]([C:17]([F:20])([F:19])[F:18])=[CH:6][C:5]=1[NH2:21].CC[N:25]([CH2:28]C)CC.[CH3:30][S:31]([NH:34]N)(=[O:33])=[O:32].[OH-:36].[Na+]. Product: [CH3:16][N:11]1[C:10]([C:8]2[CH:9]=[C:4]3[C:5](=[CH:6][C:7]=2[C:17]([F:18])([F:19])[F:20])[NH:21][C:28](=[O:36])[N:25]([NH:34][S:31]([CH3:30])(=[O:33])=[O:32])[C:3]3=[O:22])=[CH:14][C:13]([CH3:15])=[N:12]1. The catalyst class is: 34.